Dataset: Forward reaction prediction with 1.9M reactions from USPTO patents (1976-2016). Task: Predict the product of the given reaction. (1) Given the reactants [H-].[Na+].[CH3:3][C:4]1[CH:8]=[CH:7][NH:6][N:5]=1.N#N.F[C:12]1[CH:13]=[N:14][CH:15]=[CH:16][CH:17]=1, predict the reaction product. The product is: [CH3:3][C:4]1[CH:8]=[CH:7][N:6]([C:12]2[CH:13]=[N:14][CH:15]=[CH:16][CH:17]=2)[N:5]=1. (2) Given the reactants [Cl:1][C:2]1[C:3](Cl)=[N:4][C:5]([C:12]2[CH:17]=[CH:16][CH:15]=[C:14]([F:18])[CH:13]=2)=[C:6]([CH:11]=1)[C:7]([O:9][CH3:10])=[O:8].C(O)C.[CH2:23]([NH2:34])[C:24]1[CH:33]=[CH:32][C:29]([O:30][CH3:31])=[C:26]([O:27][CH3:28])[CH:25]=1, predict the reaction product. The product is: [Cl:1][C:2]1[C:3]([NH:34][CH2:23][C:24]2[CH:33]=[CH:32][C:29]([O:30][CH3:31])=[C:26]([O:27][CH3:28])[CH:25]=2)=[N:4][C:5]([C:12]2[CH:17]=[CH:16][CH:15]=[C:14]([F:18])[CH:13]=2)=[C:6]([CH:11]=1)[C:7]([O:9][CH3:10])=[O:8].